Dataset: Full USPTO retrosynthesis dataset with 1.9M reactions from patents (1976-2016). Task: Predict the reactants needed to synthesize the given product. (1) Given the product [CH2:13]([O:12][C:9]1[C:8]([C:15]2[CH:20]=[CH:19][C:18]([C:21]([F:22])([F:23])[F:24])=[CH:17][C:16]=2[CH2:25][N:26]2[C@@H:30]([CH3:31])[C@@H:29]([C:32]3[CH:33]=[CH:34][CH:35]=[CH:36][CH:37]=3)[O:28][C:27]2=[O:38])=[CH:7][C:6]([CH2:5][C:4]([OH:39])=[O:3])=[CH:11][CH:10]=1)[CH3:14], predict the reactants needed to synthesize it. The reactants are: C([O:3][C:4](=[O:39])[CH2:5][C:6]1[CH:7]=[C:8]([C:15]2[CH:20]=[CH:19][C:18]([C:21]([F:24])([F:23])[F:22])=[CH:17][C:16]=2[CH2:25][N:26]2[C@@H:30]([CH3:31])[C@@H:29]([C:32]3[CH:37]=[CH:36][CH:35]=[CH:34][CH:33]=3)[O:28][C:27]2=[O:38])[C:9]([O:12][CH2:13][CH3:14])=[CH:10][CH:11]=1)C.[OH-].[Li+]. (2) Given the product [I:16][C:2]1[S:6][C:5]([C:7]2[CH:15]=[C:10]3[N:11]=[CH:12][CH:13]=[CH:14][N:9]3[N:8]=2)=[CH:4][CH:3]=1, predict the reactants needed to synthesize it. The reactants are: Br[C:2]1[S:6][C:5]([C:7]2[CH:15]=[C:10]3[N:11]=[CH:12][CH:13]=[CH:14][N:9]3[N:8]=2)=[CH:4][CH:3]=1.[I-:16].[Na+].CN[C@@H]1CCCC[C@H]1NC.O.